The task is: Predict the reaction yield, written as a fraction of the theoretical maximum amount of product (1.0 means a 100% yield; for example, 0.34 means a 34% yield).. This data is from Reaction yield outcomes from USPTO patents with 853,638 reactions. (1) The reactants are [O:1]=[C:2]1[NH:7][C:6]2[N:8]=[CH:9][CH:10]=[C:11]([O:12][C:13]3[CH:18]=[CH:17][C:16]([NH:19][C:20](=O)[O:21]C(C)(C)C)=[CH:15][CH:14]=3)[C:5]=2[N:4]=[CH:3]1.[C:27]([C:31]1[CH:35]=[C:34]([N:36]=C=O)[N:33]([C:39]2[CH:44]=[CH:43][C:42]([CH3:45])=[CH:41][CH:40]=2)[N:32]=1)([CH3:30])([CH3:29])[CH3:28]. No catalyst specified. The product is [C:27]([C:31]1[CH:35]=[C:34]([NH:36][C:20]([NH:19][C:16]2[CH:15]=[CH:14][C:13]([O:12][C:11]3[C:5]4[N:4]=[CH:3][C:2](=[O:1])[NH:7][C:6]=4[N:8]=[CH:9][CH:10]=3)=[CH:18][CH:17]=2)=[O:21])[N:33]([C:39]2[CH:40]=[CH:41][C:42]([CH3:45])=[CH:43][CH:44]=2)[N:32]=1)([CH3:30])([CH3:29])[CH3:28]. The yield is 0.550. (2) The reactants are [Cl:1][C:2]1[CH:32]=[CH:31][CH:30]=[CH:29][C:3]=1[C:4]([NH:6]C(=O)NC1SC2C=C(S(CCNC3CCC3)(=O)=O)C=CC=2N=1)=[O:5].[C:33](=[O:36])([O-])[O-].[K+].[K+].[CH:39]1(Br)[CH2:43]C[CH2:41][CH2:40]1. The catalyst is CN(C=O)C. The product is [Cl:1][C:2]1[CH:32]=[CH:31][C:30]([O:36][CH:33]2[CH2:41][CH2:40][CH2:39][CH2:43]2)=[CH:29][C:3]=1[C:4]([NH2:6])=[O:5]. The yield is 0.610. (3) The reactants are [NH2:1][C@@H:2]([CH:6]([CH3:8])[CH3:7])[C:3]([OH:5])=[O:4].[OH-].[Na+].Cl[C:12]([O:14][CH3:15])=[O:13]. The catalyst is O1CCOCC1. The product is [CH3:15][O:14][C:12]([NH:1][C@@H:2]([CH:6]([CH3:8])[CH3:7])[C:3]([OH:5])=[O:4])=[O:13]. The yield is 0.940. (4) The product is [CH3:18][O:4][CH2:3][C:2]([C:6]1[CH:7]=[CH:8][CH:9]=[C:10]2[C:15]=1[N:14]=[C:13]([CH3:16])[CH:12]=[CH:11]2)([CH3:1])[CH3:5]. The catalyst is CS(C)=O.CCOCC. The yield is 0.930. The reactants are [CH3:1][C:2]([C:6]1[CH:7]=[CH:8][CH:9]=[C:10]2[C:15]=1[N:14]=[C:13]([CH3:16])[CH:12]=[CH:11]2)([CH3:5])[CH2:3][OH:4].I[CH3:18].[H-].[Na+].O. (5) The reactants are [N:1]1[CH:6]=[CH:5][C:4]([N:7]2[CH2:12][CH2:11][CH:10]([C:13]([OH:15])=O)[CH2:9][CH2:8]2)=[CH:3][CH:2]=1.S(Cl)(Cl)=O.[Si:20]([O:27][C:28]1[CH:29]=[CH:30][C:31]([N:35]2[C:39](=[O:40])[C:38]3=[CH:41][CH:42]=[CH:43][CH:44]=[C:37]3[C:36]2=[O:45])=[C:32]([CH:34]=1)[NH2:33])([C:23]([CH3:26])([CH3:25])[CH3:24])([CH3:22])[CH3:21].C(Cl)Cl.CO.[OH-].[NH4+]. The catalyst is C(Cl)Cl.N1C=CC=CC=1. The product is [Si:20]([O:27][C:28]1[CH:29]=[CH:30][C:31]([N:35]2[C:36](=[O:45])[C:37]3=[CH:44][CH:43]=[CH:42][CH:41]=[C:38]3[C:39]2=[O:40])=[C:32]([CH:34]=1)[NH:33][C:13]([CH:10]1[CH2:9][CH2:8][N:7]([C:4]2[CH:3]=[CH:2][N:1]=[CH:6][CH:5]=2)[CH2:12][CH2:11]1)=[O:15])([C:23]([CH3:26])([CH3:25])[CH3:24])([CH3:22])[CH3:21]. The yield is 0.760.